From a dataset of NCI-60 drug combinations with 297,098 pairs across 59 cell lines. Regression. Given two drug SMILES strings and cell line genomic features, predict the synergy score measuring deviation from expected non-interaction effect. (1) Drug 1: CC12CCC(CC1=CCC3C2CCC4(C3CC=C4C5=CN=CC=C5)C)O. Drug 2: COC1=NC(=NC2=C1N=CN2C3C(C(C(O3)CO)O)O)N. Cell line: MALME-3M. Synergy scores: CSS=8.94, Synergy_ZIP=-0.856, Synergy_Bliss=3.12, Synergy_Loewe=2.87, Synergy_HSA=2.98. (2) Drug 1: CC1=C(C(CCC1)(C)C)C=CC(=CC=CC(=CC(=O)O)C)C. Drug 2: C1=NC2=C(N1)C(=S)N=CN2. Cell line: HT29. Synergy scores: CSS=35.7, Synergy_ZIP=-4.61, Synergy_Bliss=-0.526, Synergy_Loewe=-23.2, Synergy_HSA=1.17. (3) Drug 1: CC1C(C(=O)NC(C(=O)N2CCCC2C(=O)N(CC(=O)N(C(C(=O)O1)C(C)C)C)C)C(C)C)NC(=O)C3=C4C(=C(C=C3)C)OC5=C(C(=O)C(=C(C5=N4)C(=O)NC6C(OC(=O)C(N(C(=O)CN(C(=O)C7CCCN7C(=O)C(NC6=O)C(C)C)C)C)C(C)C)C)N)C. Drug 2: CCC1(CC2CC(C3=C(CCN(C2)C1)C4=CC=CC=C4N3)(C5=C(C=C6C(=C5)C78CCN9C7C(C=CC9)(C(C(C8N6C=O)(C(=O)OC)O)OC(=O)C)CC)OC)C(=O)OC)O.OS(=O)(=O)O. Cell line: A498. Synergy scores: CSS=9.17, Synergy_ZIP=-1.94, Synergy_Bliss=4.68, Synergy_Loewe=-0.933, Synergy_HSA=3.19.